From a dataset of Full USPTO retrosynthesis dataset with 1.9M reactions from patents (1976-2016). Predict the reactants needed to synthesize the given product. (1) Given the product [O:26]=[C:3]1[C@@H:2]([NH:1][C:28]2[C:37]3[C:32](=[CH:33][CH:34]=[C:35]([C:38]([F:40])([F:41])[F:39])[CH:36]=3)[N:31]=[CH:30][N:29]=2)[CH2:6][CH2:5][N:4]1[C@H:7]1[CH2:12][CH2:11][C@@H:10]([NH:13][C:14](=[O:20])[O:15][C:16]([CH3:17])([CH3:19])[CH3:18])[CH2:9][C@H:8]1[NH:21][C:22](=[O:25])[CH2:23][CH3:24], predict the reactants needed to synthesize it. The reactants are: [NH2:1][C@H:2]1[CH2:6][CH2:5][N:4]([C@H:7]2[CH2:12][CH2:11][C@@H:10]([NH:13][C:14](=[O:20])[O:15][C:16]([CH3:19])([CH3:18])[CH3:17])[CH2:9][C@H:8]2[NH:21][C:22](=[O:25])[CH2:23][CH3:24])[C:3]1=[O:26].Cl[C:28]1[C:37]2[C:32](=[CH:33][CH:34]=[C:35]([C:38]([F:41])([F:40])[F:39])[CH:36]=2)[N:31]=[CH:30][N:29]=1.C(N(CC)CC)C. (2) Given the product [C:30]([O:33][CH2:2][C:3]1[NH:4][C:5](=[O:29])[C:6]2[S:11][C:10]([N:12]3[CH2:17][CH2:16][CH:15]([O:18][C:19]4[CH:24]=[CH:23][CH:22]=[CH:21][C:20]=4[C:25]([F:28])([F:27])[F:26])[CH2:14][CH2:13]3)=[N:9][C:7]=2[N:8]=1)(=[O:32])[CH3:31], predict the reactants needed to synthesize it. The reactants are: Cl[CH2:2][C:3]1[NH:4][C:5](=[O:29])[C:6]2[S:11][C:10]([N:12]3[CH2:17][CH2:16][CH:15]([O:18][C:19]4[CH:24]=[CH:23][CH:22]=[CH:21][C:20]=4[C:25]([F:28])([F:27])[F:26])[CH2:14][CH2:13]3)=[N:9][C:7]=2[N:8]=1.[C:30]([O-:33])(=[O:32])[CH3:31].[Na+]. (3) Given the product [CH2:17]([N:7]([CH2:1][CH2:2][CH2:3][CH2:4][CH2:5][CH3:6])[C:8]1[CH:13]=[CH:12][C:11]([NH2:14])=[CH:10][CH:9]=1)[CH2:18][CH2:19][CH2:20][CH2:21][CH3:22], predict the reactants needed to synthesize it. The reactants are: [CH2:1]([N:7]([CH2:17][CH2:18][CH2:19][CH2:20][CH2:21][CH3:22])[C:8]1[CH:13]=[CH:12][C:11]([N+:14]([O-])=O)=[CH:10][CH:9]=1)[CH2:2][CH2:3][CH2:4][CH2:5][CH3:6]. (4) The reactants are: Cl[C:2]1[C:11]2[C:6](=[CH:7][CH:8]=[CH:9][N:10]=2)[N:5]=[CH:4][C:3]=1[N+:12]([O-:14])=[O:13].C(N(CC)CC)C.[NH2:22][CH:23](C)[CH2:24][CH2:25][OH:26]. Given the product [N+:12]([C:3]1[CH:4]=[N:5][C:6]2[C:11]([C:2]=1[NH:22][CH2:23][CH2:24][CH2:25][OH:26])=[N:10][CH:9]=[CH:8][CH:7]=2)([O-:14])=[O:13], predict the reactants needed to synthesize it. (5) Given the product [CH2:36]([O:35][C:33]([C:28]1[CH2:29][CH2:30][O:31][CH2:32][C:27]=1[C:1]([OH:4])=[O:3])=[O:34])[CH3:37], predict the reactants needed to synthesize it. The reactants are: [C:1]([O:4]C(=O)C)(=[O:3])C.CCN(C(C)C)C(C)C.C([O-])=O.[Na+].FC(F)(F)S(O[C:27]1[CH2:32][O:31][CH2:30][CH2:29][C:28]=1[C:33]([O:35][CH2:36][CH3:37])=[O:34])(=O)=O.[Li+].[Cl-].Cl.